From a dataset of Reaction yield outcomes from USPTO patents with 853,638 reactions. Predict the reaction yield, written as a fraction of the theoretical maximum amount of product (1.0 means a 100% yield; for example, 0.34 means a 34% yield). (1) The reactants are C([O:4][C@@H:5]1[C@@H:10]([O:11]C(=O)C)[C@H:9]([O:15]C(=O)C)[C@@H:8]([CH2:19][O:20]C(=O)C)[O:7][C@H:6]1[O:24][C:25]1[C:26]([O:28][C@H:29]([C@H:32]([CH2:34][OH:35])[OH:33])[C:30]=1[OH:31])=[O:27])(=O)C.C(=O)([O-])[O-].[K+].[K+]. The catalyst is CO.O. The product is [C@@H:6]1([O:24][C:25]2[C:26]([O:28][C@H:29]([C@H:32]([CH2:34][OH:35])[OH:33])[C:30]=2[OH:31])=[O:27])[O:7][C@H:8]([CH2:19][OH:20])[C@@H:9]([OH:15])[C@H:10]([OH:11])[C@H:5]1[OH:4]. The yield is 1.00. (2) The reactants are [CH3:1][C:2]1[N:10]=[C:9]([C:11]([F:14])([F:13])[F:12])[CH:8]=[CH:7][C:3]=1[C:4]([OH:6])=O.C(N(CC)CC)C.[CH3:22][C:23]1([CH3:31])[CH2:28][CH2:27][C:26](=[O:29])[CH2:25][C:24]1=[O:30].CC(C)(O)C#N. The catalyst is C(Cl)(=O)C(Cl)=O.CN(C)C=O.C(#N)C. The product is [OH:30][C:24]1[C:23]([CH3:31])([CH3:22])[CH2:28][CH2:27][C:26](=[O:29])[C:25]=1[C:4]([C:3]1[C:2]([CH3:1])=[N:10][C:9]([C:11]([F:14])([F:13])[F:12])=[CH:8][CH:7]=1)=[O:6]. The yield is 0.630. (3) The reactants are [F:1][CH:2]([F:19])[O:3][C:4]1[CH:10]=[C:9]([N:11]2[CH:15]=[C:14]([CH3:16])[N:13]=[CH:12]2)[C:7]([NH2:8])=[C:6]([O:17][CH3:18])[CH:5]=1.[N:20]([O-])=O.[Na+]. The catalyst is C(O)(=O)C.O. The product is [F:19][CH:2]([F:1])[O:3][C:4]1[CH:5]=[C:6]([O:17][CH3:18])[C:7]2[N:8]=[N:20][C:15]3=[C:14]([CH3:16])[N:13]=[CH:12][N:11]3[C:9]=2[CH:10]=1. The yield is 0.870.